This data is from Forward reaction prediction with 1.9M reactions from USPTO patents (1976-2016). The task is: Predict the product of the given reaction. (1) Given the reactants Br[C:2]1[CH:7]=[CH:6][C:5]([C:8]([CH3:26])([CH3:25])[C:9]([N:11]2[CH2:15][CH2:14][C@@:13]3([C:19]4[CH:20]=[CH:21][CH:22]=[CH:23][C:18]=4[C:17](=[O:24])[O:16]3)[CH2:12]2)=[O:10])=[CH:4][CH:3]=1.C(=O)([O-])[O-].[K+].[K+].[NH:33]1[CH2:37][CH2:36][CH2:35][C:34]1=[O:38].CN[C@H]1CCCC[C@@H]1NC.COCCOCCOC, predict the reaction product. The product is: [CH3:25][C:8]([C:5]1[CH:6]=[CH:7][C:2]([N:33]2[CH2:37][CH2:36][CH2:35][C:34]2=[O:38])=[CH:3][CH:4]=1)([CH3:26])[C:9]([N:11]1[CH2:15][CH2:14][C@@:13]2([C:19]3[CH:20]=[CH:21][CH:22]=[CH:23][C:18]=3[C:17](=[O:24])[O:16]2)[CH2:12]1)=[O:10]. (2) Given the reactants [F:1][C:2]1[CH:7]=[CH:6][C:5]([CH2:8][O:9][C:10]2[CH:19]=[CH:18][C:17](I)=[CH:16][C:11]=2[C:12]([O:14][CH3:15])=[O:13])=[CH:4][CH:3]=1.CC1(C)C(C)(C)OB([C:29]2[CH:30]=[N:31][N:32](C(OC(C)(C)C)=O)[CH:33]=2)O1.P([O-])([O-])([O-])=O.[K+].[K+].[K+].CC(C([O-])=O)(C)C, predict the reaction product. The product is: [F:1][C:2]1[CH:7]=[CH:6][C:5]([CH2:8][O:9][C:10]2[CH:19]=[CH:18][C:17]([C:29]3[CH:30]=[N:31][NH:32][CH:33]=3)=[CH:16][C:11]=2[C:12]([O:14][CH3:15])=[O:13])=[CH:4][CH:3]=1. (3) The product is: [CH2:2]([N:9]1[C@@H:14]2[C@H:22]([S:24]([C:27]3[CH:32]=[CH:31][CH:30]=[CH:29][CH:28]=3)(=[O:25])=[O:26])[CH2:23][C@@:10]1([C:16]1[CH:21]=[CH:20][CH:19]=[CH:18][CH:17]=1)[C:11](=[O:15])[CH:12]=[CH:13]2)[C:3]1[CH:4]=[CH:5][CH:6]=[CH:7][CH:8]=1. Given the reactants [Br-].[CH2:2]([N+:9]1[CH:14]=[CH:13][CH:12]=[C:11]([OH:15])[C:10]=1[C:16]1[CH:21]=[CH:20][CH:19]=[CH:18][CH:17]=1)[C:3]1[CH:8]=[CH:7][CH:6]=[CH:5][CH:4]=1.[CH:22]([S:24]([C:27]1[CH:32]=[CH:31][CH:30]=[CH:29][CH:28]=1)(=[O:26])=[O:25])=[CH2:23].C(N(CC)CC)C.C([O-])(O)=O.[Na+], predict the reaction product. (4) Given the reactants N#N.[C:3]([O:7][C:8]([NH:10][C@H:11]([CH2:15][C:16]1[CH:21]=[CH:20][C:19]([C:22]([CH3:25])([CH3:24])[CH3:23])=[CH:18][CH:17]=1)[C:12](O)=O)=[O:9])([CH3:6])([CH3:5])[CH3:4].C(N1CCOCC1)C.CN(C(O[N:42]1N=[N:49][C:44]2[CH:45]=[CH:46][CH:47]=[CH:48][C:43]1=2)=[N+](C)C)C.[B-](F)(F)(F)F.C1(N)C=CC=CC=1N, predict the reaction product. The product is: [NH:42]1[C:43]2[CH:48]=[CH:47][CH:46]=[CH:45][C:44]=2[N:49]=[C:12]1[C@H:11]([NH:10][C:8](=[O:9])[O:7][C:3]([CH3:6])([CH3:5])[CH3:4])[CH2:15][C:16]1[CH:21]=[CH:20][C:19]([C:22]([CH3:25])([CH3:24])[CH3:23])=[CH:18][CH:17]=1.